This data is from NCI-60 drug combinations with 297,098 pairs across 59 cell lines. The task is: Regression. Given two drug SMILES strings and cell line genomic features, predict the synergy score measuring deviation from expected non-interaction effect. (1) Drug 1: C1=NC(=NC(=O)N1C2C(C(C(O2)CO)O)O)N. Drug 2: CC1CCCC2(C(O2)CC(NC(=O)CC(C(C(=O)C(C1O)C)(C)C)O)C(=CC3=CSC(=N3)C)C)C. Cell line: HS 578T. Synergy scores: CSS=66.5, Synergy_ZIP=0.125, Synergy_Bliss=1.88, Synergy_Loewe=-8.90, Synergy_HSA=3.79. (2) Drug 1: C1C(C(OC1N2C=NC3=C(N=C(N=C32)Cl)N)CO)O. Drug 2: CCC1=C2CN3C(=CC4=C(C3=O)COC(=O)C4(CC)O)C2=NC5=C1C=C(C=C5)O. Cell line: OVCAR-5. Synergy scores: CSS=32.4, Synergy_ZIP=-9.17, Synergy_Bliss=-5.36, Synergy_Loewe=-8.86, Synergy_HSA=-2.07. (3) Drug 1: C1CC(=O)NC(=O)C1N2C(=O)C3=CC=CC=C3C2=O. Drug 2: N.N.Cl[Pt+2]Cl. Cell line: BT-549. Synergy scores: CSS=14.1, Synergy_ZIP=4.19, Synergy_Bliss=8.31, Synergy_Loewe=-11.5, Synergy_HSA=0.457. (4) Drug 1: C1CN1P(=S)(N2CC2)N3CC3. Drug 2: CNC(=O)C1=NC=CC(=C1)OC2=CC=C(C=C2)NC(=O)NC3=CC(=C(C=C3)Cl)C(F)(F)F. Cell line: RPMI-8226. Synergy scores: CSS=14.5, Synergy_ZIP=-5.29, Synergy_Bliss=-5.09, Synergy_Loewe=-25.0, Synergy_HSA=-8.36. (5) Drug 1: CC(C1=C(C=CC(=C1Cl)F)Cl)OC2=C(N=CC(=C2)C3=CN(N=C3)C4CCNCC4)N. Drug 2: COC1=C2C(=CC3=C1OC=C3)C=CC(=O)O2. Cell line: HT29. Synergy scores: CSS=5.51, Synergy_ZIP=-0.996, Synergy_Bliss=0.727, Synergy_Loewe=-2.85, Synergy_HSA=-0.473. (6) Drug 1: COC1=NC(=NC2=C1N=CN2C3C(C(C(O3)CO)O)O)N. Drug 2: CC(C)(C#N)C1=CC(=CC(=C1)CN2C=NC=N2)C(C)(C)C#N. Cell line: EKVX. Synergy scores: CSS=7.87, Synergy_ZIP=-0.396, Synergy_Bliss=2.40, Synergy_Loewe=1.83, Synergy_HSA=2.09. (7) Drug 1: C1=NC(=NC(=O)N1C2C(C(C(O2)CO)O)O)N. Drug 2: CC12CCC3C(C1CCC2OP(=O)(O)O)CCC4=C3C=CC(=C4)OC(=O)N(CCCl)CCCl.[Na+]. Cell line: SF-295. Synergy scores: CSS=16.9, Synergy_ZIP=-7.55, Synergy_Bliss=-4.61, Synergy_Loewe=-11.7, Synergy_HSA=-2.28.